From a dataset of Peptide-MHC class I binding affinity with 185,985 pairs from IEDB/IMGT. Regression. Given a peptide amino acid sequence and an MHC pseudo amino acid sequence, predict their binding affinity value. This is MHC class I binding data. (1) The peptide sequence is YRHDGGNVL. The MHC is HLA-C06:02 with pseudo-sequence HLA-C06:02. The binding affinity (normalized) is 0.943. (2) The peptide sequence is QMRAVGQPL. The MHC is HLA-B35:01 with pseudo-sequence HLA-B35:01. The binding affinity (normalized) is 0.0847. (3) The peptide sequence is TVGGVMWTV. The MHC is HLA-A02:01 with pseudo-sequence HLA-A02:01. The binding affinity (normalized) is 0.766. (4) The binding affinity (normalized) is 0.502. The peptide sequence is TVHKLTQDEK. The MHC is HLA-A68:01 with pseudo-sequence HLA-A68:01. (5) The peptide sequence is TLMSIVSSLH. The MHC is HLA-A68:01 with pseudo-sequence HLA-A68:01. The binding affinity (normalized) is 0.187.